This data is from Forward reaction prediction with 1.9M reactions from USPTO patents (1976-2016). The task is: Predict the product of the given reaction. (1) The product is: [C:19]([C:2]1[CH:3]=[C:4]([CH:9]=[C:10]([C:12]2[CH:17]=[CH:16][C:15]([CH3:18])=[CH:14][N:13]=2)[CH:11]=1)[C:5]([O:7][CH3:8])=[O:6])#[CH:20]. Given the reactants Br[C:2]1[CH:3]=[C:4]([CH:9]=[C:10]([C:12]2[CH:17]=[CH:16][C:15]([CH3:18])=[CH:14][N:13]=2)[CH:11]=1)[C:5]([O:7][CH3:8])=[O:6].[CH2:19]([Sn](CCCC)(CCCC)C#C)[CH2:20]CC.[F-].[Cs+].ClCCl, predict the reaction product. (2) Given the reactants [CH3:1][S:2](Cl)(=[O:4])=[O:3].[CH3:6][O:7][CH2:8][C:9]([CH3:13])([CH3:12])[CH2:10][OH:11].C(N(CC)C(C)C)(C)C, predict the reaction product. The product is: [CH3:1][S:2]([O:11][CH2:10][C:9]([CH3:13])([CH3:12])[CH2:8][O:7][CH3:6])(=[O:4])=[O:3]. (3) The product is: [F:1][CH2:2][CH2:3][N:4]1[CH2:9][CH2:8][N:7]([C:10]2[CH:20]=[CH:19][C:13]([C:14]([OH:16])=[O:15])=[CH:12][CH:11]=2)[CH2:6][CH:5]1[CH3:21]. Given the reactants [F:1][CH2:2][CH2:3][N:4]1[CH2:9][CH2:8][N:7]([C:10]2[CH:20]=[CH:19][C:13]([C:14]([O:16]CC)=[O:15])=[CH:12][CH:11]=2)[CH2:6][CH:5]1[CH3:21].[OH-].[Na+], predict the reaction product. (4) Given the reactants [CH2:1]([NH:8][C:9](=[O:53])[NH:10][CH2:11][C:12]1([C:15]([NH:17][C@@H:18]([CH2:41][C:42]2[CH:47]=[CH:46]C(OC(C)(C)C)=[CH:44][CH:43]=2)[C:19]([N:21]([CH2:33][CH:34](OCC)OCC)[CH2:22][C:23]2[C:32]3[C:27](=[CH:28][CH:29]=[CH:30][CH:31]=3)[CH:26]=[CH:25][CH:24]=2)=[O:20])=[O:16])[CH2:14][CH2:13]1)[C:2]1[CH:7]=[CH:6][CH:5]=[CH:4][CH:3]=1.[CH:54]([OH:56])=O.O, predict the reaction product. The product is: [CH2:1]([NH:8][C:9]([N:10]1[CH2:11][C:12]2([CH2:14][CH2:13]2)[C:15](=[O:16])[N:17]2[CH:18]([CH2:41][C:42]3[CH:43]=[CH:44][C:54]([OH:56])=[CH:46][CH:47]=3)[C:19](=[O:20])[N:21]([CH2:22][C:23]3[C:32]4[C:31](=[CH:30][CH:29]=[CH:28][CH:27]=4)[CH:26]=[CH:25][CH:24]=3)[CH2:33][CH:34]12)=[O:53])[C:2]1[CH:7]=[CH:6][CH:5]=[CH:4][CH:3]=1. (5) The product is: [C:17]1([C:20]2[CH:21]=[CH:22][CH:23]=[CH:24][CH:25]=2)[CH:18]=[CH:19][C:14]([NH:13][C:12]2[CH:11]=[N:10][C:9]([Cl:26])=[C:8]3[S:27][C:5]([C:3]([NH2:28])=[O:2])=[CH:6][C:7]=23)=[CH:15][CH:16]=1. Given the reactants C[O:2][C:3]([C:5]1[S:27][C:8]2=[C:9]([Cl:26])[N:10]=[CH:11][C:12]([NH:13][C:14]3[CH:19]=[CH:18][C:17]([C:20]4[CH:25]=[CH:24][CH:23]=[CH:22][CH:21]=4)=[CH:16][CH:15]=3)=[C:7]2[CH:6]=1)=O.[NH3:28].CO, predict the reaction product. (6) Given the reactants C([O:5][C:6](=[O:36])[CH2:7][N:8]1[C:16]2[C:11](=[CH:12][CH:13]=[C:14]([O:17][CH2:18][C:19]3[S:23][C:22]([C:24]4[CH:29]=[CH:28][C:27]([C:30]([F:33])([F:32])[F:31])=[CH:26][CH:25]=4)=[N:21][C:20]=3[CH3:34])[CH:15]=2)[C:10]([CH3:35])=[CH:9]1)(C)(C)C.[Li+].[OH-], predict the reaction product. The product is: [CH3:35][C:10]1[C:11]2[C:16](=[CH:15][C:14]([O:17][CH2:18][C:19]3[S:23][C:22]([C:24]4[CH:25]=[CH:26][C:27]([C:30]([F:31])([F:33])[F:32])=[CH:28][CH:29]=4)=[N:21][C:20]=3[CH3:34])=[CH:13][CH:12]=2)[N:8]([CH2:7][C:6]([OH:36])=[O:5])[CH:9]=1.